Dataset: Forward reaction prediction with 1.9M reactions from USPTO patents (1976-2016). Task: Predict the product of the given reaction. (1) Given the reactants [CH2:1]([O:4][C:5](=[O:15])[C:6]1[CH:11]=[C:10]([F:12])[C:9](F)=[CH:8][C:7]=1[Cl:14])[C:2]#[CH:3].[CH2:16]([OH:19])[C:17]#[CH:18].[H-].[Na+].Cl, predict the reaction product. The product is: [CH2:1]([O:4][C:5](=[O:15])[C:6]1[CH:11]=[C:10]([F:12])[C:9]([O:19][CH2:16][C:17]#[CH:18])=[CH:8][C:7]=1[Cl:14])[C:2]#[CH:3]. (2) Given the reactants [CH2:1]([N:5]1[C:13]2[N:12]=[C:11]([Cl:14])[N:10]([CH2:15][CH:16]=[CH2:17])[C:9]=2[C:8](=[O:18])[N:7]([CH2:19][CH2:20][CH2:21][CH2:22][OH:23])[C:6]1=[O:24])[CH2:2][CH2:3][CH3:4].C(N(CC)CC)C.[CH3:32][S:33](O[S:33]([CH3:32])(=[O:35])=[O:34])(=[O:35])=[O:34], predict the reaction product. The product is: [CH3:32][S:33]([O:23][CH2:22][CH2:21][CH2:20][CH2:19][N:7]1[C:8](=[O:18])[C:9]2[N:10]([CH2:15][CH:16]=[CH2:17])[C:11]([Cl:14])=[N:12][C:13]=2[N:5]([CH2:1][CH2:2][CH2:3][CH3:4])[C:6]1=[O:24])(=[O:35])=[O:34]. (3) Given the reactants [F:1][C:2]1[C:7]([F:8])=[C:6]([F:9])[C:5]([F:10])=[C:4]([F:11])[C:3]=1[CH2:12][C:13]([OH:15])=[O:14].S(=O)(=O)(O)O.[CH2:21]=[C:22]([CH3:24])[CH3:23].C(=O)=O.C(=O)([O-])O.[Na+], predict the reaction product. The product is: [C:22]([O:14][C:13](=[O:15])[CH2:12][C:3]1[C:2]([F:1])=[C:7]([F:8])[C:6]([F:9])=[C:5]([F:10])[C:4]=1[F:11])([CH3:24])([CH3:23])[CH3:21].